From a dataset of Reaction yield outcomes from USPTO patents with 853,638 reactions. Predict the reaction yield, written as a fraction of the theoretical maximum amount of product (1.0 means a 100% yield; for example, 0.34 means a 34% yield). (1) The reactants are [C@]12(C)C(C)(C)C(CC1)CC2C([O:12][C@@H:13]([C:17]1[CH:22]=[CH:21][C:20]([I:23])=[CH:19][C:18]=1[N+:24]([O-:26])=[O:25])[CH:14]([CH3:16])[CH3:15])=O.C([O-])([O-])=O.[K+].[K+]. The catalyst is CO. The product is [I:23][C:20]1[CH:21]=[CH:22][C:17]([C@H:13]([OH:12])[CH:14]([CH3:15])[CH3:16])=[C:18]([N+:24]([O-:26])=[O:25])[CH:19]=1. The yield is 1.00. (2) The reactants are C(OC(=O)[NH:10][C:11]([C:13]1[CH:18]=[CH:17][C:16]([CH2:19][NH:20][C:21](=[O:35])[CH:22]([C:26]2[C:31]([F:32])=[CH:30][CH:29]=[C:28]([OH:33])[C:27]=2[F:34])[O:23][CH2:24][CH3:25])=[CH:15][CH:14]=1)=[NH:12])C1C=CC=CC=1.[ClH:37]. The catalyst is CCO.[Pd]. The product is [ClH:37].[C:11]([C:13]1[CH:14]=[CH:15][C:16]([CH2:19][NH:20][C:21](=[O:35])[CH:22]([C:26]2[C:31]([F:32])=[CH:30][CH:29]=[C:28]([OH:33])[C:27]=2[F:34])[O:23][CH2:24][CH3:25])=[CH:17][CH:18]=1)(=[NH:10])[NH2:12]. The yield is 0.870. (3) The reactants are [Cl:1][C:2]1[CH:11]=[CH:10][C:9]2[C:4](=[C:5](Cl)[C:6]([S:12]([CH3:15])(=[O:14])=[O:13])=[CH:7][N:8]=2)[N:3]=1.C(O)(=O)C.C(O)(=O)C.[CH3:25][N:26]([CH2:28][C@H:29]1[CH2:34][CH2:33][C@H:32]([NH2:35])[CH2:31][CH2:30]1)[CH3:27]. No catalyst specified. The product is [Cl:1][C:2]1[N:3]=[C:4]2[C:9](=[CH:10][CH:11]=1)[N:8]=[CH:7][C:6]([S:12]([CH3:15])(=[O:14])=[O:13])=[C:5]2[NH:35][C@H:32]1[CH2:33][CH2:34][C@H:29]([CH2:28][N:26]([CH3:27])[CH3:25])[CH2:30][CH2:31]1. The yield is 0.680. (4) The reactants are C(OC([N:8]1[CH2:13][CH2:12][CH:11]([C:14]2[C:18]3[CH:19]=[CH:20][CH:21]=[C:22]([C:23]([F:26])([F:25])[F:24])[C:17]=3[O:16][N:15]=2)[CH2:10][CH2:9]1)=O)(C)(C)C.Cl.CCOCC. The catalyst is CO. The product is [NH:8]1[CH2:13][CH2:12][CH:11]([C:14]2[C:18]3[CH:19]=[CH:20][CH:21]=[C:22]([C:23]([F:26])([F:25])[F:24])[C:17]=3[O:16][N:15]=2)[CH2:10][CH2:9]1. The yield is 0.880. (5) The reactants are F[C:2]1[CH:9]=[C:8]([C:10]([F:13])([F:12])[F:11])[CH:7]=[CH:6][C:3]=1[C:4]#[N:5].[Br:14][C:15]1[CH:22]=[C:21](O)[CH:20]=[CH:19][C:16]=1[CH:17]=[O:18].C(=O)([O-])[O-:25].[Cs+].[Cs+]. The catalyst is CN(C=O)C. The product is [Br:14][C:15]1[CH:22]=[CH:21][C:20]([O:25][C:2]2[CH:9]=[C:8]([C:10]([F:13])([F:12])[F:11])[CH:7]=[CH:6][C:3]=2[C:4]#[N:5])=[CH:19][C:16]=1[CH:17]=[O:18]. The yield is 0.970. (6) The reactants are [C:1]1([C:7]2[O:11][CH:10]=[N:9][CH:8]=2)[CH:6]=[CH:5][CH:4]=[CH:3][CH:2]=1.[Li]CCCC.[Cl:17]C(Cl)(Cl)C(Cl)(Cl)Cl. The catalyst is C1COCC1. The product is [Cl:17][C:10]1[O:11][C:7]([C:1]2[CH:2]=[CH:3][CH:4]=[CH:5][CH:6]=2)=[CH:8][N:9]=1. The yield is 0.490.